Dataset: Catalyst prediction with 721,799 reactions and 888 catalyst types from USPTO. Task: Predict which catalyst facilitates the given reaction. (1) Reactant: [CH3:1][O:2][C:3](=[O:14])/[CH:4]=[CH:5]/[C:6]1[CH:11]=[C:10]([Cl:12])[CH:9]=[CH:8][C:7]=1[NH2:13].[O:15](C(OC(C)(C)C)=O)[C:16]([O:18][C:19]([CH3:22])([CH3:21])[CH3:20])=O. Product: [CH3:1][O:2][C:3](=[O:14])/[CH:4]=[CH:5]/[C:6]1[CH:11]=[C:10]([Cl:12])[CH:9]=[CH:8][C:7]=1[NH:13][C:16]([O:18][C:19]([CH3:22])([CH3:21])[CH3:20])=[O:15]. The catalyst class is: 1. (2) Reactant: [OH:1]C1C=CC(CC(CC)C(OC)=O)=CC=1.CS(C1C=CC(CCO)=CC=1)(=O)=O.C1CCN(C(N=NC(N2CCCCC2)=O)=O)CC1.[C:47]1([P:53]([C:60]2[CH:65]=[CH:64][CH:63]=[CH:62][CH:61]=2)[C:54]2[CH:59]=[CH:58][CH:57]=[CH:56][CH:55]=2)[CH:52]=[CH:51][CH:50]=[CH:49][CH:48]=1. Product: [C:60]1([P:53](=[O:1])([C:47]2[CH:48]=[CH:49][CH:50]=[CH:51][CH:52]=2)[C:54]2[CH:59]=[CH:58][CH:57]=[CH:56][CH:55]=2)[CH:61]=[CH:62][CH:63]=[CH:64][CH:65]=1. The catalyst class is: 4. (3) Reactant: [Cl:1][C:2]1[N:7]=[CH:6][C:5]([OH:8])=[CH:4][C:3]=1[F:9].CN(C)C=O.C(=O)([O-])[O-].[K+].[K+].[CH2:21](Br)[C:22]1[CH:27]=[CH:26][CH:25]=[CH:24][CH:23]=1. Product: [Cl:1][C:2]1[C:3]([F:9])=[CH:4][C:5]([O:8][CH2:21][C:22]2[CH:27]=[CH:26][CH:25]=[CH:24][CH:23]=2)=[CH:6][N:7]=1. The catalyst class is: 6.